Dataset: Reaction yield outcomes from USPTO patents with 853,638 reactions. Task: Predict the reaction yield, written as a fraction of the theoretical maximum amount of product (1.0 means a 100% yield; for example, 0.34 means a 34% yield). (1) The catalyst is C1COCC1. The yield is 0.520. The reactants are [CH2:1]([N:8]([CH2:13][C:14]1[C:19](Cl)=[N:18][C:17]([Cl:21])=[CH:16][N:15]=1)[CH2:9][C@@H:10]([OH:12])[CH3:11])[C:2]1[CH:7]=[CH:6][CH:5]=[CH:4][CH:3]=1.[H-].[Na+].O. The product is [CH2:1]([N:8]1[CH2:13][C:14]2[N:15]=[CH:16][C:17]([Cl:21])=[N:18][C:19]=2[O:12][C@@H:10]([CH3:11])[CH2:9]1)[C:2]1[CH:7]=[CH:6][CH:5]=[CH:4][CH:3]=1. (2) The reactants are [N:1]1([C:7]2[N:12]=[C:11]([N:13]3[CH2:18][CH2:17][O:16][CH2:15][CH2:14]3)[N:10]=[C:9]([C:19]3[CH:25]=[CH:24][C:22]([NH2:23])=[CH:21][CH:20]=3)[N:8]=2)[CH2:6][CH2:5][O:4][CH2:3][CH2:2]1.ClC(Cl)(O[C:30](=[O:36])OC(Cl)(Cl)Cl)Cl.C(N(CC)CC)C.[NH2:45][C:46]1[CH:51]=[CH:50][N:49]=[CH:48][CH:47]=1. The catalyst is C(Cl)Cl. The product is [N:1]1([C:7]2[N:12]=[C:11]([N:13]3[CH2:18][CH2:17][O:16][CH2:15][CH2:14]3)[N:10]=[C:9]([C:19]3[CH:25]=[CH:24][C:22]([NH:23][C:30]([NH:45][C:46]4[CH:51]=[CH:50][N:49]=[CH:48][CH:47]=4)=[O:36])=[CH:21][CH:20]=3)[N:8]=2)[CH2:2][CH2:3][O:4][CH2:5][CH2:6]1. The yield is 0.360. (3) The reactants are [CH3:1][O:2][CH2:3][C:4]([C:7]1[CH:44]=[CH:43][C:10]2[NH:11][C:12]([CH2:14][CH2:15][CH:16]3[CH2:19][CH:18]([N:20]([CH2:22][C@@H:23]4[C@H:27]5[O:28]C(C)(C)[O:30][C@H:26]5[C@H:25]([N:33]5[CH:41]=[N:40][C:39]6[C:34]5=[N:35][CH:36]=[N:37][C:38]=6[NH2:42])[O:24]4)[CH3:21])[CH2:17]3)=[N:13][C:9]=2[CH:8]=1)([CH3:6])[CH3:5].Cl.[CH3:46]O. No catalyst specified. The product is [NH2:42][C:38]1[N:37]=[CH:36][N:35]=[C:34]2[C:39]=1[N:40]=[CH:41][N:33]2[C@H:25]1[C@H:26]([OH:30])[C@H:27]([OH:28])[C@@H:23]([CH2:22][N:20]([CH:18]2[CH2:19][CH:16]([CH2:15][CH2:14][C:12]3[NH:11][C:10]4[CH:43]=[CH:44][C:7]([C:4]([CH2:5][CH3:46])([CH3:6])[CH2:3][O:2][CH3:1])=[CH:8][C:9]=4[N:13]=3)[CH2:17]2)[CH3:21])[O:24]1. The yield is 0.530. (4) The reactants are [OH:1][C@H:2]1[CH2:6][N:5]([C:7]([O:9][CH3:10])=[O:8])[C@H:4]([C:11]([O:13][CH2:14][C:15]2[CH:20]=[CH:19][CH:18]=[CH:17][CH:16]=2)=[O:12])[CH2:3]1.Br[CH2:22][C:23]([O:25][CH2:26][CH3:27])=[O:24].[H-].[Na+].O. The catalyst is C1COCC1.[I-].C([N+](CCCC)(CCCC)CCCC)CCC. The product is [CH2:26]([O:25][C:23](=[O:24])[CH2:22][O:1][C@H:2]1[CH2:6][N:5]([C:7]([O:9][CH3:10])=[O:8])[C@H:4]([C:11]([O:13][CH2:14][C:15]2[CH:20]=[CH:19][CH:18]=[CH:17][CH:16]=2)=[O:12])[CH2:3]1)[CH3:27]. The yield is 0.510. (5) The reactants are OC1C=CC=C2C=1[CH2:4][N:5]([CH:12]1[CH2:17][CH2:16][C:15](=[O:18])[NH:14][C:13]1=[O:19])[C:6]2=[O:11].[C:33]1(P([C:33]2[CH:38]=[CH:37][CH:36]=[CH:35][CH:34]=2)[C:33]2[CH:38]=[CH:37][CH:36]=[CH:35][CH:34]=2)[CH:38]=[CH:37][CH:36]=[CH:35][CH:34]=1.N(C(OC(C)C)=O)=N[C:41](OC(C)C)=[O:42].[N:53]1([CH2:59][C:60]2[CH:65]=[CH:64][C:63]([CH2:66][OH:67])=[CH:62][CH:61]=2)[CH2:58][CH2:57][O:56][CH2:55][CH2:54]1. The catalyst is C1COCC1. The product is [CH3:41][O:42][C:15](=[O:18])[CH2:16][CH2:17][CH:12]([C:13](=[O:19])[NH2:14])[N:5]1[CH2:4][C:34]2[C:33](=[CH:38][CH:37]=[CH:36][C:35]=2[O:67][CH2:66][C:63]2[CH:64]=[CH:65][C:60]([CH2:59][N:53]3[CH2:58][CH2:57][O:56][CH2:55][CH2:54]3)=[CH:61][CH:62]=2)[C:6]1=[O:11]. The yield is 0.540. (6) The reactants are FC(F)(F)C(O)=O.[NH2:8][CH2:9][C:10]1[N:15]=[C:14]([C:16]2[S:17][C:18]3[CH:26]=[CH:25][CH:24]=[CH:23][C:19]=3[C:20](=[O:22])[N:21]=2)[CH:13]=[CH:12][CH:11]=1.[CH3:27][S:28](Cl)(=[O:30])=[O:29].C(=O)([O-])O.[Na+]. The catalyst is C(OCC)(=O)C.O. The product is [O:22]=[C:20]1[C:19]2[CH:23]=[CH:24][CH:25]=[CH:26][C:18]=2[S:17][C:16]([C:14]2[N:15]=[C:10]([CH2:9][NH:8][S:28]([CH3:27])(=[O:30])=[O:29])[CH:11]=[CH:12][CH:13]=2)=[N:21]1. The yield is 0.210.